From a dataset of Full USPTO retrosynthesis dataset with 1.9M reactions from patents (1976-2016). Predict the reactants needed to synthesize the given product. Given the product [F:11][C:2]([F:1])([F:10])[C:3]1[N:4]=[C:5]([C:8]([NH2:15])=[NH:9])[S:6][CH:7]=1, predict the reactants needed to synthesize it. The reactants are: [F:1][C:2]([F:11])([F:10])[C:3]1[N:4]=[C:5]([C:8]#[N:9])[S:6][CH:7]=1.CO[Na].[NH4+:15].[Cl-].